This data is from Reaction yield outcomes from USPTO patents with 853,638 reactions. The task is: Predict the reaction yield, written as a fraction of the theoretical maximum amount of product (1.0 means a 100% yield; for example, 0.34 means a 34% yield). (1) The reactants are C(OC([N:8]1[CH2:13][CH2:12][CH:11]([N:14]2[C:19](=[O:20])[CH2:18][O:17][C:16]3[CH:21]=[CH:22][CH:23]=[N:24][C:15]2=3)[CH2:10][CH2:9]1)=O)(C)(C)C.C(O)(C(F)(F)F)=O. The catalyst is C(Cl)Cl. The product is [NH:8]1[CH2:9][CH2:10][CH:11]([N:14]2[C:19](=[O:20])[CH2:18][O:17][C:16]3[CH:21]=[CH:22][CH:23]=[N:24][C:15]2=3)[CH2:12][CH2:13]1. The yield is 0.940. (2) The reactants are [NH2:1][C:2]1[CH:7]=[CH:6][N:5]=[CH:4][CH:3]=1.CCN(C(C)C)C(C)C.[CH2:17]([O:24][C:25]([NH:27][CH2:28][C:29]([C:31]1[CH:39]=[CH:38][C:34]([C:35](Cl)=[O:36])=[CH:33][CH:32]=1)=[O:30])=[O:26])[C:18]1[CH:23]=[CH:22][CH:21]=[CH:20][CH:19]=1. The catalyst is C(#N)C. The product is [CH2:17]([O:24][C:25](=[O:26])[NH:27][CH2:28][C:29](=[O:30])[C:31]1[CH:32]=[CH:33][C:34]([C:35](=[O:36])[NH:1][C:2]2[CH:7]=[CH:6][N:5]=[CH:4][CH:3]=2)=[CH:38][CH:39]=1)[C:18]1[CH:23]=[CH:22][CH:21]=[CH:20][CH:19]=1. The yield is 0.370.